This data is from Forward reaction prediction with 1.9M reactions from USPTO patents (1976-2016). The task is: Predict the product of the given reaction. (1) The product is: [Cl:8][C:5]1[CH:4]=[C:3]2[C:2](=[CH:7][CH:6]=1)[N:1]=[C:23]([CH:17]1[CH2:22][CH2:21][CH2:20][CH2:19][CH2:18]1)[C:24]([C:25]#[N:26])=[C:9]2[C:11]1[CH:16]=[CH:15][CH:14]=[CH:13][CH:12]=1. Given the reactants [NH2:1][C:2]1[CH:7]=[CH:6][C:5]([Cl:8])=[CH:4][C:3]=1[C:9]([C:11]1[CH:16]=[CH:15][CH:14]=[CH:13][CH:12]=1)=O.[CH:17]1([C:23](=O)[CH2:24][C:25]#[N:26])[CH2:22][CH2:21][CH2:20][CH2:19][CH2:18]1, predict the reaction product. (2) Given the reactants Br[C:2]1[S:6][C:5]([CH3:7])=[N:4][C:3]=1[C:8]([N:10]1[CH2:15][C@@H:14]2[C@@H:12]([CH2:13]2)[C@H:11]1[CH2:16][NH:17][C:18]1[O:19][C:20]2[CH:26]=[CH:25][CH:24]=[CH:23][C:21]=2[N:22]=1)=[O:9].[C:27]1([CH3:36])[CH:32]=[CH:31][CH:30]=[CH:29][C:28]=1B(O)O.C(=O)([O-])[O-].[Cs+].[Cs+], predict the reaction product. The product is: [CH3:7][C:5]1[S:6][C:2]([C:28]2[CH:29]=[CH:30][CH:31]=[CH:32][C:27]=2[CH3:36])=[C:3]([C:8]([N:10]2[CH2:15][C@@H:14]3[C@@H:12]([CH2:13]3)[C@H:11]2[CH2:16][NH:17][C:18]2[O:19][C:20]3[CH:26]=[CH:25][CH:24]=[CH:23][C:21]=3[N:22]=2)=[O:9])[N:4]=1. (3) Given the reactants [F:1][C:2]([F:26])([F:25])[C:3]1[N:8]2[N:9]=[CH:10][C:11]([C:12](O)=[O:13])=[C:7]2[N:6]=[C:5]([C:15]2[CH:20]=[CH:19][C:18]([C:21]([F:24])([F:23])[F:22])=[CH:17][CH:16]=2)[CH:4]=1.[NH2:27][C:28]1[CH:29]=[C:30]([S:34]([NH:37][CH2:38][C:39]2[CH:44]=[CH:43][CH:42]=[CH:41][N:40]=2)(=[O:36])=[O:35])[CH:31]=[CH:32][CH:33]=1, predict the reaction product. The product is: [N:40]1[CH:41]=[CH:42][CH:43]=[CH:44][C:39]=1[CH2:38][NH:37][S:34]([C:30]1[CH:29]=[C:28]([NH:27][C:12]([C:11]2[CH:10]=[N:9][N:8]3[C:3]([C:2]([F:26])([F:25])[F:1])=[CH:4][C:5]([C:15]4[CH:20]=[CH:19][C:18]([C:21]([F:24])([F:22])[F:23])=[CH:17][CH:16]=4)=[N:6][C:7]=23)=[O:13])[CH:33]=[CH:32][CH:31]=1)(=[O:36])=[O:35]. (4) Given the reactants [Cl:1][C:2]1[CH:3]=[C:4]([Cl:29])[C:5]2[C:6]3[CH2:21][CH2:20][N:19]([C:22]([O:24][C:25]([CH3:28])([CH3:27])[CH3:26])=[O:23])[CH2:18][CH2:17][C:7]=3[N:8]([CH2:11][C:12](OCC)=[O:13])[C:9]=2[CH:10]=1.[Li+].[BH4-].[OH-].[Na+].CCOC(C)=O, predict the reaction product. The product is: [Cl:1][C:2]1[CH:3]=[C:4]([Cl:29])[C:5]2[C:6]3[CH2:21][CH2:20][N:19]([C:22]([O:24][C:25]([CH3:27])([CH3:26])[CH3:28])=[O:23])[CH2:18][CH2:17][C:7]=3[N:8]([CH2:11][CH2:12][OH:13])[C:9]=2[CH:10]=1. (5) Given the reactants [NH2:1][C:2]1[CH:17]=[CH:16][C:5]([O:6][C:7]2[CH:8]=[C:9]([C:13](=O)[CH3:14])[CH:10]=[CH:11][CH:12]=2)=[C:4]([Cl:18])[CH:3]=1.Cl.[CH2:20]([O:22][NH2:23])[CH3:21].C([O-])(=O)C.[Na+], predict the reaction product. The product is: [CH2:20]([O:22]/[N:23]=[C:13](/[C:9]1[CH:10]=[CH:11][CH:12]=[C:7]([O:6][C:5]2[CH:16]=[CH:17][C:2]([NH2:1])=[CH:3][C:4]=2[Cl:18])[CH:8]=1)\[CH3:14])[CH3:21]. (6) Given the reactants [CH:1]1([N:6]2[C:10]3[N:11]=[C:12]([NH:15][C:16]4[CH:24]=[CH:23][C:19]([C:20]([OH:22])=O)=[CH:18][N:17]=4)[N:13]=[CH:14][C:9]=3[CH:8]=[C:7]2[C:25](=[O:29])[N:26]([CH3:28])[CH3:27])[CH2:5][CH2:4][CH2:3][CH2:2]1.[CH2:30]1[CH:34]2[CH2:35][NH:36][CH2:37][CH:33]2[CH2:32][N:31]1[C:38]([O:40][C:41]([CH3:44])([CH3:43])[CH3:42])=[O:39], predict the reaction product. The product is: [CH:1]1([N:6]2[C:10]3[N:11]=[C:12]([NH:15][C:16]4[CH:24]=[CH:23][C:19]([C:20]([N:36]5[CH2:35][CH:34]6[CH2:30][N:31]([C:38]([O:40][C:41]([CH3:44])([CH3:43])[CH3:42])=[O:39])[CH2:32][CH:33]6[CH2:37]5)=[O:22])=[CH:18][N:17]=4)[N:13]=[CH:14][C:9]=3[CH:8]=[C:7]2[C:25](=[O:29])[N:26]([CH3:27])[CH3:28])[CH2:5][CH2:4][CH2:3][CH2:2]1. (7) The product is: [C:36]([NH:35][C:34]1[S:33][C:32]([N:40]2[CH2:45][CH2:44][CH2:43][CH2:42][CH2:41]2)=[N:31][C:30]=1[NH:29][C:13]([C:15]1[CH:16]=[CH:17][C:18]2[CH:19]=[C:20]3[C:27](=[O:28])[NH:26][CH2:25][CH2:24][N:21]3[C:22]=2[CH:23]=1)=[O:14])(=[O:39])[CH:37]=[CH2:38]. Given the reactants C(NC1C=C(N[C:13]([C:15]2[CH:16]=[CH:17][C:18]3[CH:19]=[C:20]4[C:27](=[O:28])[NH:26][CH2:25][CH2:24][N:21]4[C:22]=3[CH:23]=2)=[O:14])C=CC=1)(=O)C=C.[NH2:29][C:30]1[N:31]=[C:32]([N:40]2[CH2:45][CH2:44][CH2:43][CH2:42][CH2:41]2)[S:33][C:34]=1[NH:35][C:36](=[O:39])[CH:37]=[CH2:38], predict the reaction product. (8) Given the reactants [NH2:1][C:2]1[C:3]([C:16]([NH:18][C@H:19]2[CH2:24][CH2:23][CH2:22][N:21](C(OC(C)(C)C)=O)[CH2:20]2)=[O:17])=[N:4][C:5]([C:8]2[CH:13]=[CH:12][CH:11]=[C:10]([CH2:14][NH2:15])[CH:9]=2)=[CH:6][N:7]=1.[F:32][C:33]1[CH:41]=[CH:40][C:36]([C:37](O)=[O:38])=[CH:35][CH:34]=1.C1C=CC2N(O)N=NC=2C=1.CCN=C=NCCCN(C)C, predict the reaction product. The product is: [NH2:1][C:2]1[C:3]([C:16]([NH:18][C@H:19]2[CH2:24][CH2:23][CH2:22][NH:21][CH2:20]2)=[O:17])=[N:4][C:5]([C:8]2[CH:13]=[CH:12][CH:11]=[C:10]([CH2:14][NH:15][C:37]([C:36]3[CH:40]=[CH:41][C:33]([F:32])=[CH:34][CH:35]=3)=[O:38])[CH:9]=2)=[CH:6][N:7]=1.